This data is from Catalyst prediction with 721,799 reactions and 888 catalyst types from USPTO. The task is: Predict which catalyst facilitates the given reaction. (1) Reactant: Br[C:2]1[C:3]2[C:8]([C:9]([C:16]3[CH:21]=[CH:20][CH:19]=[CH:18][CH:17]=3)=[C:10]3[C:15]=1[CH:14]=[CH:13][CH:12]=[CH:11]3)=[CH:7][CH:6]=[CH:5][CH:4]=2.C([Li])CCC.[B:27](OCC)([O:31]CC)[O:28]CC.Cl. Product: [C:16]1([C:9]2[C:8]3[C:3](=[CH:4][CH:5]=[CH:6][CH:7]=3)[C:2]([B:27]([OH:31])[OH:28])=[C:15]3[C:10]=2[CH:11]=[CH:12][CH:13]=[CH:14]3)[CH:21]=[CH:20][CH:19]=[CH:18][CH:17]=1. The catalyst class is: 134. (2) Reactant: Br[C:2]1[CH:7]=[CH:6][C:5]([C:8]2[O:12][N:11]=[C:10]([CH3:13])[C:9]=2[CH:14]([OH:20])[C:15]([CH3:19])([CH3:18])[CH:16]=[CH2:17])=[CH:4][CH:3]=1.[CH2:21]([O:23][C:24]([C:26]1([C:29]2[CH:34]=[CH:33][C:32](B3OC(C)(C)C(C)(C)O3)=[CH:31][CH:30]=2)[CH2:28][CH2:27]1)=[O:25])[CH3:22]. Product: [CH2:21]([O:23][C:24]([C:26]1([C:29]2[CH:34]=[CH:33][C:32]([C:2]3[CH:7]=[CH:6][C:5]([C:8]4[O:12][N:11]=[C:10]([CH3:13])[C:9]=4[CH:14]([OH:20])[C:15]([CH3:19])([CH3:18])[CH:16]=[CH2:17])=[CH:4][CH:3]=3)=[CH:31][CH:30]=2)[CH2:27][CH2:28]1)=[O:25])[CH3:22]. The catalyst class is: 235. (3) Reactant: [CH3:1][CH:2]1[C:45](=O)[C:5]2=[CH:6][C:7]3[C:8]([CH2:31][CH2:32][CH2:33][CH2:34][CH2:35][CH2:36][CH2:37][CH2:38][CH2:39][CH2:40][CH2:41][CH2:42][CH2:43][CH3:44])([CH2:17][CH2:18][CH2:19][CH2:20][CH2:21][CH2:22][CH2:23][CH2:24][CH2:25][CH2:26][CH2:27][CH2:28][CH2:29][CH3:30])[C:9]4[C:14]([C:15]=3[CH:16]=[C:4]2[CH2:3]1)=[CH:13][CH:12]=[CH:11][CH:10]=4.[BH4-].[Na+]. Product: [CH3:1][C:2]1[CH2:3][C:4]2[C:5]([CH:45]=1)=[CH:6][C:7]1[C:8]([CH2:31][CH2:32][CH2:33][CH2:34][CH2:35][CH2:36][CH2:37][CH2:38][CH2:39][CH2:40][CH2:41][CH2:42][CH2:43][CH3:44])([CH2:17][CH2:18][CH2:19][CH2:20][CH2:21][CH2:22][CH2:23][CH2:24][CH2:25][CH2:26][CH2:27][CH2:28][CH2:29][CH3:30])[C:9]3[C:14]([C:15]=1[CH:16]=2)=[CH:13][CH:12]=[CH:11][CH:10]=3. The catalyst class is: 219. (4) Reactant: C(O[C:5](=[O:7])[CH3:6])(=O)C.[Cl:8][C:9]1[CH:14]=[CH:13][C:12]([C:15]2[CH:16]=[CH:17][C:18]([C:21]#[C:22][C:23]3[CH:24]=[CH:25][C:26]([NH:29][CH2:30][CH2:31][N:32]4[CH2:36][CH2:35][CH2:34][CH2:33]4)=[N:27][CH:28]=3)=[N:19][CH:20]=2)=[CH:11][CH:10]=1. Product: [Cl:8][C:9]1[CH:14]=[CH:13][C:12]([C:15]2[CH:16]=[CH:17][C:18]([C:21]#[C:22][C:23]3[CH:24]=[CH:25][C:26]([N:29]([CH2:30][CH2:31][N:32]4[CH2:33][CH2:34][CH2:35][CH2:36]4)[C:5](=[O:7])[CH3:6])=[N:27][CH:28]=3)=[N:19][CH:20]=2)=[CH:11][CH:10]=1. The catalyst class is: 2. (5) Reactant: C([Li])CCC.[Cl:6][C:7]1[CH:12]=[CH:11][C:10]([C:13]2[CH:14]=[CH:15][C:16]([C:19]#[CH:20])=[N:17][CH:18]=2)=[CH:9][CH:8]=1.[C:21](=[O:23])=[O:22].C(OCC)(=O)C. Product: [Cl:6][C:7]1[CH:8]=[CH:9][C:10]([C:13]2[CH:14]=[CH:15][C:16]([C:19]#[C:20][C:21]([OH:23])=[O:22])=[N:17][CH:18]=2)=[CH:11][CH:12]=1. The catalyst class is: 1.